Dataset: Reaction yield outcomes from USPTO patents with 853,638 reactions. Task: Predict the reaction yield, written as a fraction of the theoretical maximum amount of product (1.0 means a 100% yield; for example, 0.34 means a 34% yield). (1) The reactants are [OH:1][C:2]1[CH:3]=[C:4]([CH:9]=[C:10]([OH:12])[CH:11]=1)[C:5]([O:7][CH3:8])=[O:6].[CH:13](I)([CH3:15])[CH3:14].[C:17]([O-])([O-])=O.[K+].[K+].[CH3:23][C:24]#N. No catalyst specified. The product is [CH:13]([O:1][C:2]1[CH:3]=[C:4]([CH:9]=[C:10]([O:12][CH:24]([CH3:23])[CH3:17])[CH:11]=1)[C:5]([O:7][CH3:8])=[O:6])([CH3:15])[CH3:14]. The yield is 0.530. (2) The reactants are O=P(Cl)(Cl)[Cl:3].[CH3:6][C@H:7]1[C:15]2[C:14](O)=[N:13][CH:12]=[N:11][C:10]=2[CH2:9][CH2:8]1.C([O-])(O)=O.[Na+]. The catalyst is ClCCCl. The product is [Cl:3][C:14]1[C:15]2[C@H:7]([CH3:6])[CH2:8][CH2:9][C:10]=2[N:11]=[CH:12][N:13]=1. The yield is 0.611.